Dataset: Forward reaction prediction with 1.9M reactions from USPTO patents (1976-2016). Task: Predict the product of the given reaction. (1) Given the reactants [NH:1]([C:22]([O:24][CH2:25][C:26]1[CH:31]=[CH:30][CH:29]=[CH:28][CH:27]=1)=[O:23])[C@H:2]([C:4]([NH:6][C@H:7]([C:11]([N:13]1[CH2:21][CH2:20][CH2:19][C@H:14]1[C:15]([O:17]C)=[O:16])=[O:12])[CH:8]([CH3:10])[CH3:9])=[O:5])[CH3:3].[OH-].[Na+], predict the reaction product. The product is: [NH:1]([C:22]([O:24][CH2:25][C:26]1[CH:27]=[CH:28][CH:29]=[CH:30][CH:31]=1)=[O:23])[C@H:2]([C:4]([NH:6][C@H:7]([C:11]([N:13]1[CH2:21][CH2:20][CH2:19][C@H:14]1[C:15]([OH:17])=[O:16])=[O:12])[CH:8]([CH3:10])[CH3:9])=[O:5])[CH3:3]. (2) Given the reactants C(OC(C1CCCN1C(=O)C(NC(=O)C1C=CC(N)=C(Cl)C=1)C)=O)(C)(C)C.[O:28]=[C:29]1[O:33][CH:32]([O:34][CH2:35][CH2:36][C:37]2C=CC=[CH:39][CH:38]=2)[CH:31]([NH:43][C:44]([CH:46]2[CH2:50][CH2:49][CH2:48][N:47]2[C:51](=[O:65])[CH:52]([NH:54][C:55](=[O:64])[C:56]2[CH:61]=[CH:60][C:59]([NH2:62])=[C:58]([Cl:63])[CH:57]=2)[CH3:53])=[O:45])[CH2:30]1, predict the reaction product. The product is: [CH:35]1([O:34][CH:32]2[CH:31]([NH:43][C:44]([CH:46]3[CH2:50][CH2:49][CH2:48][N:47]3[C:51](=[O:65])[CH:52]([NH:54][C:55](=[O:64])[C:56]3[CH:61]=[CH:60][C:59]([NH2:62])=[C:58]([Cl:63])[CH:57]=3)[CH3:53])=[O:45])[CH2:30][C:29](=[O:28])[O:33]2)[CH2:36][CH2:37][CH2:38][CH2:39]1. (3) Given the reactants [N+:1]([C:4]1[CH:13]=[CH:12][CH:11]=[C:10]2[C:5]=1[CH:6]=[CH:7][C:8](Cl)=[N:9]2)([O-])=O.[F:15][C:16]1[CH:21]=[CH:20][C:19]([S:22](Cl)(=[O:24])=[O:23])=[CH:18][CH:17]=1.[CH:26]1([NH2:32])[CH2:31][CH2:30][CH2:29][CH2:28][CH2:27]1, predict the reaction product. The product is: [CH:26]1([NH:32][C:8]2[CH:7]=[CH:6][C:5]3[C:10](=[CH:11][CH:12]=[CH:13][C:4]=3[NH:1][S:22]([C:19]3[CH:20]=[CH:21][C:16]([F:15])=[CH:17][CH:18]=3)(=[O:24])=[O:23])[N:9]=2)[CH2:31][CH2:30][CH2:29][CH2:28][CH2:27]1. (4) Given the reactants [Br:1][C:2]1[CH:10]=[CH:9][CH:8]=[C:7]2[C:3]=1[C:4](O)([C:17]1[C:25]([OH:26])=[CH:24][C:20]3[O:21][CH2:22][O:23][C:19]=3[CH:18]=1)[C:5](=[O:16])[N:6]2CCCCC.BrC1C=CC=C2C=1C(O)(C1C(O)=CC3OCOC=3C=1)C(=O)N2, predict the reaction product. The product is: [Br:1][C:2]1[CH:10]=[CH:9][CH:8]=[C:7]2[C:3]=1[CH:4]([C:17]1[C:25]([OH:26])=[CH:24][C:20]3[O:21][CH2:22][O:23][C:19]=3[CH:18]=1)[C:5](=[O:16])[NH:6]2.